Dataset: Forward reaction prediction with 1.9M reactions from USPTO patents (1976-2016). Task: Predict the product of the given reaction. (1) Given the reactants [CH3:1][CH2:2][C:3]([CH2:5][CH2:6]/[CH:7]=[C:8](/[CH2:10][CH2:11][CH:12]=[C:13]([CH3:15])[CH3:14])\[CH3:9])=[CH2:4], predict the reaction product. The product is: [CH3:1][CH2:2][C:3]([CH2:5][CH2:6]/[CH:7]=[C:8](/[CH2:10][CH2:11][CH:12]=[C:13]([CH3:14])[CH3:15])\[CH3:9])=[CH2:4].[CH2:1]=[CH:2][C:3](=[CH2:4])[CH3:5]. (2) Given the reactants ClC[C:3]([C:5]1[C:6]2[CH:13]=[C:12]([CH3:14])[CH:11]=[CH:10][C:7]=2[S:8][CH:9]=1)=[O:4].C[OH:16].[OH-].[Na+].Cl, predict the reaction product. The product is: [C:3]([C:5]1[C:6]2[CH:13]=[C:12]([CH3:14])[CH:11]=[CH:10][C:7]=2[S:8][CH:9]=1)([OH:4])=[O:16]. (3) Given the reactants [C:1]1([C:7]2([C:11]([OH:13])=[O:12])[CH2:10][CH2:9][CH2:8]2)[CH:6]=[CH:5][CH:4]=[CH:3][CH:2]=1.II.C(O[I:20](C1C=CC=CC=1)OC(=O)C)(=O)C, predict the reaction product. The product is: [I:20][C:2]1[CH:3]=[CH:4][CH:5]=[CH:6][C:1]=1[C:7]1([C:11]([OH:13])=[O:12])[CH2:8][CH2:9][CH2:10]1.